This data is from Peptide-MHC class I binding affinity with 185,985 pairs from IEDB/IMGT. The task is: Regression. Given a peptide amino acid sequence and an MHC pseudo amino acid sequence, predict their binding affinity value. This is MHC class I binding data. The peptide sequence is WSFLEDRVY. The binding affinity (normalized) is 0.0847. The MHC is HLA-A03:01 with pseudo-sequence HLA-A03:01.